This data is from Catalyst prediction with 721,799 reactions and 888 catalyst types from USPTO. The task is: Predict which catalyst facilitates the given reaction. (1) Reactant: FC(F)(F)C(O)=O.[F:8][C:9]([F:31])([F:30])[O:10][C:11]1[CH:16]=[CH:15][C:14]([S:17]([N:20]2[CH2:25][CH2:24][C:23](=[CH:26][C:27]([O-:29])=[O:28])[CH2:22][CH2:21]2)(=[O:19])=[O:18])=[CH:13][CH:12]=1. The catalyst class is: 2. Product: [F:31][C:9]([F:8])([F:30])[O:10][C:11]1[CH:12]=[CH:13][C:14]([S:17]([N:20]2[CH2:21][CH2:22][C:23](=[CH:26][C:27]([OH:29])=[O:28])[CH2:24][CH2:25]2)(=[O:18])=[O:19])=[CH:15][CH:16]=1. (2) Reactant: [Cl:1][C:2]1[N:3]([CH2:10][C@:11]2([CH3:14])[CH2:13][O:12]2)[CH:4]=[C:5]([N+:7]([O-:9])=[O:8])[N:6]=1.[F:15][C:16]([F:31])([F:30])[O:17][C:18]1[CH:23]=[CH:22][C:21]([N:24]2[CH2:29][CH2:28][NH:27][CH2:26][CH2:25]2)=[CH:20][CH:19]=1.O. Product: [Cl:1][C:2]1[N:3]([CH2:10][C@@:11]([CH3:14])([OH:12])[CH2:13][N:27]2[CH2:26][CH2:25][N:24]([C:21]3[CH:22]=[CH:23][C:18]([O:17][C:16]([F:30])([F:31])[F:15])=[CH:19][CH:20]=3)[CH2:29][CH2:28]2)[CH:4]=[C:5]([N+:7]([O-:9])=[O:8])[N:6]=1. The catalyst class is: 9. (3) Product: [Br:38][C:39]1[CH:40]=[C:41]([CH:45]=[CH:46][CH:47]=1)[C:42]([C:2]1[CH:3]=[CH:4][C:5]([C:8]2[C:9]3[C:14](=[CH:13][CH:12]=[CH:11][CH:10]=3)[C:15]([C:22]3[CH:27]=[CH:26][CH:25]=[CH:24][CH:23]=3)=[C:16]3[C:21]=2[CH:20]=[CH:19][CH:18]=[CH:17]3)=[CH:6][CH:7]=1)=[O:43]. Reactant: Br[C:2]1[CH:7]=[CH:6][C:5]([C:8]2[C:9]3[C:14]([C:15]([C:22]4[CH:27]=[CH:26][CH:25]=[CH:24][CH:23]=4)=[C:16]4[C:21]=2[CH:20]=[CH:19][CH:18]=[CH:17]4)=[CH:13][CH:12]=[CH:11][CH:10]=3)=[CH:4][CH:3]=1.O1CCCC1.C([Li])CCC.[Br:38][C:39]1[CH:40]=[C:41]([CH:45]=[CH:46][CH:47]=1)[C:42](Cl)=[O:43]. The catalyst class is: 81. (4) Reactant: [CH2:1]([S:8][C:9]1[C:17]2[C:12](=[CH:13][CH:14]=[C:15]([CH:18]3OCC[O:19]3)[CH:16]=2)[N:11](COCC[Si](C)(C)C)[N:10]=1)[C:2]1[CH:7]=[CH:6][CH:5]=[CH:4][CH:3]=1.Cl. Product: [CH2:1]([S:8][C:9]1[C:17]2[C:12](=[CH:13][CH:14]=[C:15]([CH:18]=[O:19])[CH:16]=2)[NH:11][N:10]=1)[C:2]1[CH:3]=[CH:4][CH:5]=[CH:6][CH:7]=1. The catalyst class is: 8. (5) Reactant: [Cl:1][C:2]1[CH:3]=[C:4]([CH:21]=[CH:22][CH:23]=1)[CH2:5][NH:6][C:7]1[N:20]=[C:10]2[C:11]([O:18][CH3:19])=[CH:12][C:13]([C:15]([OH:17])=O)=[CH:14][N:9]2[N:8]=1.[CH3:24][CH:25]1[NH:32][CH2:31][CH:30]2[N:27]([CH2:28][CH2:29]2)[C:26]1=[O:33].C(N(CC)C(C)C)(C)C.CN(C(ON1N=NC2C=CC=NC1=2)=[N+](C)C)C.F[P-](F)(F)(F)(F)F. Product: [Cl:1][C:2]1[CH:3]=[C:4]([CH:21]=[CH:22][CH:23]=1)[CH2:5][NH:6][C:7]1[N:20]=[C:10]2[C:11]([O:18][CH3:19])=[CH:12][C:13]([C:15]([N:32]3[CH2:31][CH:30]4[N:27]([CH2:28][CH2:29]4)[C:26](=[O:33])[CH:25]3[CH3:24])=[O:17])=[CH:14][N:9]2[N:8]=1. The catalyst class is: 9. (6) Product: [C:1]([O:5][C:6](=[O:50])[NH:7][CH:8]1[CH2:13][CH2:12][CH:11]([NH:14][C:15]2[N:20]=[C:19]3[N:21]([C:31]([C:44]4[CH:49]=[CH:48][CH:47]=[CH:46][CH:45]=4)([C:38]4[CH:43]=[CH:42][CH:41]=[CH:40][CH:39]=4)[C:32]4[CH:37]=[CH:36][CH:35]=[CH:34][CH:33]=4)[N:22]=[C:23]([C:24]4[CH:29]=[CH:28][CH:27]=[C:26]([NH:67][CH:60]([C:61]5[CH:62]=[CH:63][CH:64]=[CH:65][CH:66]=5)[CH2:59][CH2:58][NH:57][C:56]([O:55][C:51]([CH3:54])([CH3:53])[CH3:52])=[O:68])[CH:25]=4)[C:18]3=[CH:17][N:16]=2)[CH2:10][CH2:9]1)([CH3:4])([CH3:3])[CH3:2]. Reactant: [C:1]([O:5][C:6](=[O:50])[NH:7][CH:8]1[CH2:13][CH2:12][CH:11]([NH:14][C:15]2[N:20]=[C:19]3[N:21]([C:31]([C:44]4[CH:49]=[CH:48][CH:47]=[CH:46][CH:45]=4)([C:38]4[CH:43]=[CH:42][CH:41]=[CH:40][CH:39]=4)[C:32]4[CH:37]=[CH:36][CH:35]=[CH:34][CH:33]=4)[N:22]=[C:23]([C:24]4[CH:29]=[CH:28][CH:27]=[C:26](Br)[CH:25]=4)[C:18]3=[CH:17][N:16]=2)[CH2:10][CH2:9]1)([CH3:4])([CH3:3])[CH3:2].[C:51]([O:55][C:56](=[O:68])[NH:57][CH2:58][CH2:59][CH:60]([NH2:67])[C:61]1[CH:66]=[CH:65][CH:64]=[CH:63][CH:62]=1)([CH3:54])([CH3:53])[CH3:52].CN(C1C(C2C(P(C3CCCCC3)C3CCCCC3)=CC=CC=2)=CC=CC=1)C.C([O-])([O-])=O.[K+].[K+]. The catalyst class is: 102. (7) The catalyst class is: 249. Reactant: [F:1][CH2:2][CH:3]([OH:5])[CH3:4].[Li+].C[Si]([N-][Si](C)(C)C)(C)C.F[C:17]1[CH:22]=[C:21]([F:23])[CH:20]=[CH:19][C:18]=1[N+:24]([O-:26])=[O:25]. Product: [F:23][C:21]1[CH:22]=[CH:17][C:18]([N+:24]([O-:26])=[O:25])=[C:19]([O:5][CH:3]([CH3:4])[CH2:2][F:1])[CH:20]=1.